The task is: Predict the reaction yield, written as a fraction of the theoretical maximum amount of product (1.0 means a 100% yield; for example, 0.34 means a 34% yield).. This data is from Reaction yield outcomes from USPTO patents with 853,638 reactions. The reactants are [NH2:1][C:2]1[CH:3]=[C:4]([CH:9]2[CH2:14][CH2:13][N:12]([C:15]([O:17][C:18]([CH3:21])([CH3:20])[CH3:19])=[O:16])[CH2:11][CH2:10]2)[CH:5]=[N:6][C:7]=1[NH2:8].[O:22]([CH2:29][C:30]1[CH:37]=[CH:36][C:33]([CH:34]=O)=[CH:32][CH:31]=1)[C:23]1[CH:28]=[CH:27][CH:26]=[CH:25][CH:24]=1.C(OI(C1C=CC=CC=1)OC(=O)C)(=O)C. The catalyst is CO. The product is [O:22]([CH2:29][C:30]1[CH:31]=[CH:32][C:33]([C:34]2[NH:8][C:7]3=[N:6][CH:5]=[C:4]([CH:9]4[CH2:14][CH2:13][N:12]([C:15]([O:17][C:18]([CH3:21])([CH3:20])[CH3:19])=[O:16])[CH2:11][CH2:10]4)[CH:3]=[C:2]3[N:1]=2)=[CH:36][CH:37]=1)[C:23]1[CH:24]=[CH:25][CH:26]=[CH:27][CH:28]=1. The yield is 0.480.